From a dataset of Catalyst prediction with 721,799 reactions and 888 catalyst types from USPTO. Predict which catalyst facilitates the given reaction. (1) Reactant: F[C:2]1[CH:3]=[CH:4][CH:5]=[C:6]2[C:11]=1[N:10]=[CH:9][C:8]([I:12])=[CH:7]2.C(=O)([O-])[O-].[K+].[K+].[NH:19]1[CH2:24][CH2:23][NH:22][CH2:21][CH2:20]1.CS(C)=O. Product: [I:12][C:8]1[CH:9]=[N:10][C:11]2[C:6]([CH:7]=1)=[CH:5][CH:4]=[CH:3][C:2]=2[N:19]1[CH2:24][CH2:23][NH:22][CH2:21][CH2:20]1. The catalyst class is: 34. (2) Reactant: [C:1]1([P:7]([C:14]2[CH:19]=[CH:18][CH:17]=[CH:16][CH:15]=2)[C:8]2[CH:13]=[CH:12][CH:11]=[CH:10][CH:9]=2)[CH:6]=[CH:5][CH:4]=[CH:3][CH:2]=1.[Br:20][CH2:21][C:22]1[CH:27]=[CH:26][C:25]([Cl:28])=[C:24]([F:29])[CH:23]=1. Product: [Br-:20].[Cl:28][C:25]1[CH:26]=[CH:27][C:22]([CH2:21][P+:7]([C:1]2[CH:2]=[CH:3][CH:4]=[CH:5][CH:6]=2)([C:8]2[CH:13]=[CH:12][CH:11]=[CH:10][CH:9]=2)[C:14]2[CH:15]=[CH:16][CH:17]=[CH:18][CH:19]=2)=[CH:23][C:24]=1[F:29]. The catalyst class is: 28. (3) Reactant: [CH3:1][CH:2]([C:4]1[C:8]([CH2:9][CH2:10][C:11](OCC)=[O:12])=[CH:7][N:6]([C:16]2[S:17][C:18]([C:21]([F:24])([F:23])[F:22])=[N:19][N:20]=2)[N:5]=1)[CH3:3].[H-].C([Al+]CC(C)C)C(C)C.Cl. Product: [CH3:3][CH:2]([C:4]1[C:8]([CH2:9][CH2:10][CH2:11][OH:12])=[CH:7][N:6]([C:16]2[S:17][C:18]([C:21]([F:23])([F:24])[F:22])=[N:19][N:20]=2)[N:5]=1)[CH3:1]. The catalyst class is: 207. (4) The catalyst class is: 25. Reactant: [Br:1][C:2]1[CH:7]=[CH:6][C:5]([C:8](=O)[CH2:9][NH:10][C:11]([C@@H:13]2[CH2:17][C:16]([F:19])([F:18])[CH2:15][N:14]2[C:20]([O:22][C:23]([CH3:26])([CH3:25])[CH3:24])=[O:21])=O)=[CH:4][CH:3]=1.C(O)(=O)C.C(O)(=O)C.[NH3:36].C1(C)C(C)=CC=CC=1. Product: [Br:1][C:2]1[CH:7]=[CH:6][C:5]([C:8]2[NH:36][C:11]([C@@H:13]3[CH2:17][C:16]([F:19])([F:18])[CH2:15][N:14]3[C:20]([O:22][C:23]([CH3:26])([CH3:25])[CH3:24])=[O:21])=[N:10][CH:9]=2)=[CH:4][CH:3]=1. (5) Reactant: [CH2:1]([N:3]([CH2:24][CH3:25])[CH2:4][CH2:5][N:6]([CH3:23])[C:7]([C:9]1[S:17][C:16]2[CH:15]=[C:14]([CH3:18])[NH:13][C:12](=[O:19])[C:11]=2[C:10]=1[O:20][CH2:21][CH3:22])=[O:8])[CH3:2].[CH2:26](Br)[C:27]([C:29]1[CH:34]=[CH:33][CH:32]=[CH:31][CH:30]=1)=[O:28].C(=O)([O-])[O-].[K+].[K+].CN(C=O)C. Product: [CH2:24]([N:3]([CH2:1][CH3:2])[CH2:4][CH2:5][N:6]([CH3:23])[C:7]([C:9]1[S:17][C:16]2[CH:15]=[C:14]([CH3:18])[N:13]([CH2:26][C:27](=[O:28])[C:29]3[CH:34]=[CH:33][CH:32]=[CH:31][CH:30]=3)[C:12](=[O:19])[C:11]=2[C:10]=1[O:20][CH2:21][CH3:22])=[O:8])[CH3:25]. The catalyst class is: 6. (6) Reactant: [CH3:1][O:2][C:3]1[CH:11]=[CH:10][C:6]([C:7](O)=O)=[CH:5][CH:4]=1.[CH2:12]([SH:19])[C:13]1[CH:18]=[CH:17][CH:16]=[CH:15][CH:14]=1.P12(SP3(SP(SP(S3)(S1)=S)(=S)S2)=S)=[S:21]. Product: [CH2:12]([S:19][C:7](=[S:21])[C:6]1[CH:10]=[CH:11][C:3]([O:2][CH3:1])=[CH:4][CH:5]=1)[C:13]1[CH:18]=[CH:17][CH:16]=[CH:15][CH:14]=1. The catalyst class is: 11. (7) Reactant: [CH2:1]([O:3][C:4](=[O:32])[CH:5]([C:22]1[CH:27]=[CH:26][C:25]([O:28][CH3:29])=[C:24]([O:30][CH3:31])[CH:23]=1)[CH2:6][NH:7][C:8](=O)[CH2:9][C:10]1[CH:15]=[CH:14][CH:13]=[C:12]([O:16][CH:17]([CH2:19][CH3:20])[CH3:18])[CH:11]=1)[CH3:2].P(Cl)(Cl)(Cl)(Cl)Cl. Product: [CH2:1]([O:3][C:4]([CH:5]1[C:22]2[C:27](=[CH:26][C:25]([O:28][CH3:29])=[C:24]([O:30][CH3:31])[CH:23]=2)[C:8]([CH2:9][C:10]2[CH:15]=[CH:14][CH:13]=[C:12]([O:16][CH:17]([CH2:19][CH3:20])[CH3:18])[CH:11]=2)=[N:7][CH2:6]1)=[O:32])[CH3:2]. The catalyst class is: 4. (8) Reactant: [Cl:1][C:2]1[C:7]([C:8]2([CH3:11])[CH2:10][CH2:9]2)=[CH:6][C:5]([NH:12]C(=O)C)=[C:4]([O:16][CH3:17])[CH:3]=1.[OH-].[K+].C(O)C. Product: [Cl:1][C:2]1[C:7]([C:8]2([CH3:11])[CH2:9][CH2:10]2)=[CH:6][C:5]([NH2:12])=[C:4]([O:16][CH3:17])[CH:3]=1. The catalyst class is: 6. (9) Reactant: [F:1][CH:2]([C:7]1[CH:12]=[CH:11][CH:10]=[CH:9][CH:8]=1)[C:3]([O:5]C)=[O:4].[OH-].[K+].Cl. Product: [F:1][CH:2]([C:7]1[CH:12]=[CH:11][CH:10]=[CH:9][CH:8]=1)[C:3]([OH:5])=[O:4]. The catalyst class is: 24.